The task is: Predict the product of the given reaction.. This data is from Forward reaction prediction with 1.9M reactions from USPTO patents (1976-2016). (1) The product is: [C:5]([Cl:3])(=[O:24])[CH2:6][CH2:7][CH2:8][CH2:9][CH2:10][CH2:11][CH2:12][CH2:13][CH2:14][CH2:15][CH2:16][CH2:17][CH2:18][CH2:19][CH2:20][CH2:21][CH3:22]. Given the reactants S(Cl)([Cl:3])=O.[C:5]([OH:24])(=O)[CH2:6][CH2:7][CH2:8][CH2:9][CH2:10][CH2:11][CH2:12][CH2:13][CH2:14][CH2:15][CH2:16][CH2:17][CH2:18][CH2:19][CH2:20][CH2:21][CH3:22], predict the reaction product. (2) Given the reactants [CH3:1][C:2]1[N:3]([S:16]([C:19]2[CH:24]=[CH:23][CH:22]=[CH:21][CH:20]=2)(=[O:18])=[O:17])[C:4]([C:10]2[CH:15]=[CH:14][CH:13]=[CH:12][CH:11]=2)=[C:5]([CH3:9])[C:6]=1[CH2:7][OH:8].C[N+]1([O-])CCOCC1, predict the reaction product. The product is: [CH3:1][C:2]1[N:3]([S:16]([C:19]2[CH:24]=[CH:23][CH:22]=[CH:21][CH:20]=2)(=[O:18])=[O:17])[C:4]([C:10]2[CH:15]=[CH:14][CH:13]=[CH:12][CH:11]=2)=[C:5]([CH3:9])[C:6]=1[CH:7]=[O:8].